From a dataset of Peptide-MHC class II binding affinity with 134,281 pairs from IEDB. Regression. Given a peptide amino acid sequence and an MHC pseudo amino acid sequence, predict their binding affinity value. This is MHC class II binding data. (1) The peptide sequence is RTKYTATISGLKPGV. The MHC is DRB1_1501 with pseudo-sequence DRB1_1501. The binding affinity (normalized) is 0.688. (2) The peptide sequence is PEFQSIVQTLNAMPE. The MHC is HLA-DPA10201-DPB10101 with pseudo-sequence HLA-DPA10201-DPB10101. The binding affinity (normalized) is 0.485. (3) The peptide sequence is YAFLHATDLLPACDGERPTL. The MHC is DRB1_0401 with pseudo-sequence DRB1_0401. The binding affinity (normalized) is 0.312.